From a dataset of Reaction yield outcomes from USPTO patents with 853,638 reactions. Predict the reaction yield, written as a fraction of the theoretical maximum amount of product (1.0 means a 100% yield; for example, 0.34 means a 34% yield). (1) The yield is 0.666. The catalyst is C1COCC1. The reactants are [NH2:1][OH:2].O.[F:4][C:5]([F:18])([F:17])[O:6][C:7]1[CH:8]=[C:9]([S:13](Cl)(=[O:15])=[O:14])[CH:10]=[CH:11][CH:12]=1. The product is [OH:2][NH:1][S:13]([C:9]1[CH:10]=[CH:11][CH:12]=[C:7]([O:6][C:5]([F:18])([F:17])[F:4])[CH:8]=1)(=[O:15])=[O:14]. (2) The reactants are [Cl:1][C:2]1[CH:3]=[C:4]([CH:9]2[CH:18]([C:19]([O:21][CH3:22])=[O:20])[CH:17](O)[C:16]3[C:11](=[CH:12][CH:13]=[CH:14][CH:15]=3)[O:10]2)[CH:5]=[CH:6][C:7]=1[Cl:8].O.C1(C)C=CC(S(O)(=O)=O)=CC=1. The catalyst is C1(C)C=CC=CC=1.C(OCC)(=O)C. The product is [Cl:1][C:2]1[CH:3]=[C:4]([CH:9]2[C:18]([C:19]([O:21][CH3:22])=[O:20])=[CH:17][C:16]3[C:11](=[CH:12][CH:13]=[CH:14][CH:15]=3)[O:10]2)[CH:5]=[CH:6][C:7]=1[Cl:8]. The yield is 0.940. (3) The reactants are [NH2:1][C:2]1[CH:3]=[C:4]([C@:8]23[CH2:16][N:15]([C:17]4[N:22]=[CH:21][C:20]([F:23])=[CH:19][N:18]=4)[CH2:14][C@H:13]2[CH2:12][S:11][C:10]([NH:24][C:25](=[O:32])[C:26]2[CH:31]=[CH:30][CH:29]=[CH:28][CH:27]=2)=[N:9]3)[CH:5]=[CH:6][CH:7]=1.[CH3:33][O:34][C:35]1[N:36]=[CH:37][C:38]([C:41](O)=[O:42])=[N:39][CH:40]=1.ON1C2C=CC=CC=2N=N1.Cl.CN(C)CCCN=C=NCC.[OH-].[Na+]. The catalyst is ClCCl.CN(C)C=O.O. The product is [C:25]([NH:24][C:10]1[S:11][CH2:12][C@@H:13]2[CH2:14][N:15]([C:17]3[N:22]=[CH:21][C:20]([F:23])=[CH:19][N:18]=3)[CH2:16][C@:8]2([C:4]2[CH:3]=[C:2]([NH:1][C:41]([C:38]3[CH:37]=[N:36][C:35]([O:34][CH3:33])=[CH:40][N:39]=3)=[O:42])[CH:7]=[CH:6][CH:5]=2)[N:9]=1)(=[O:32])[C:26]1[CH:27]=[CH:28][CH:29]=[CH:30][CH:31]=1. The yield is 0.920.